The task is: Predict the reactants needed to synthesize the given product.. This data is from Full USPTO retrosynthesis dataset with 1.9M reactions from patents (1976-2016). (1) Given the product [N:10]1([CH2:2][C:3](=[CH2:9])[C:4]([O:6][CH2:7][CH3:8])=[O:5])[CH:14]=[CH:13][CH:12]=[N:11]1, predict the reactants needed to synthesize it. The reactants are: O[CH2:2][C:3](=[CH2:9])[C:4]([O:6][CH2:7][CH3:8])=[O:5].[NH:10]1[CH:14]=[CH:13][CH:12]=[N:11]1.C(=O)([O-])[O-].[K+].[K+]. (2) Given the product [CH2:19]([N:26]1[CH2:31][CH2:30][CH:29]([O:1][C:2]2[CH:3]=[C:4]3[C:8](=[CH:9][CH:10]=2)[NH:7][C:6]([C:11]([N:13]2[CH2:14][CH2:15][O:16][CH2:17][CH2:18]2)=[O:12])=[CH:5]3)[CH2:28][CH2:27]1)[C:20]1[CH:25]=[CH:24][CH:23]=[CH:22][CH:21]=1, predict the reactants needed to synthesize it. The reactants are: [OH:1][C:2]1[CH:3]=[C:4]2[C:8](=[CH:9][CH:10]=1)[NH:7][C:6]([C:11]([N:13]1[CH2:18][CH2:17][O:16][CH2:15][CH2:14]1)=[O:12])=[CH:5]2.[CH2:19]([N:26]1[CH2:31][CH2:30][CH:29](O)[CH2:28][CH2:27]1)[C:20]1[CH:25]=[CH:24][CH:23]=[CH:22][CH:21]=1.